The task is: Predict which catalyst facilitates the given reaction.. This data is from Catalyst prediction with 721,799 reactions and 888 catalyst types from USPTO. (1) Reactant: N[CH2:2][CH2:3][O:4][CH2:5][CH2:6][N:7]1[C:19]2[C:18]3[CH:17]=[CH:16][CH:15]=[CH:14][C:13]=3[N:12]=[C:11]([NH2:20])[C:10]=2[N:9]=[C:8]1[CH2:21][CH2:22][O:23][CH3:24].[C:25]1([N:31]=[C:32]=[O:33])[CH:30]=[CH:29][CH:28]=[CH:27][CH:26]=1.CC[N:36](CC)CC. Product: [NH2:20][C:11]1[C:10]2[N:9]=[C:8]([CH2:21][CH2:22][O:23][CH3:24])[N:7]([CH2:6][CH2:5][O:4][CH2:3][CH2:2][N:31]([C:25]3[CH:30]=[CH:29][CH:28]=[CH:27][CH:26]=3)[C:32]([NH2:36])=[O:33])[C:19]=2[C:18]2[CH:17]=[CH:16][CH:15]=[CH:14][C:13]=2[N:12]=1. The catalyst class is: 91. (2) Reactant: CN(C)C=O.[CH2:6]([O:13][C:14]1[CH:21]=[CH:20][C:17]([CH:18]=O)=[C:16]([OH:22])[CH:15]=1)[C:7]1[CH:12]=[CH:11][CH:10]=[CH:9][CH:8]=1.Br[CH2:24][C:25]([O:27][CH2:28][CH3:29])=[O:26].C(=O)([O-])[O-].[K+].[K+]. Product: [CH2:28]([O:27][C:25]([C:24]1[O:22][C:16]2[CH:15]=[C:14]([O:13][CH2:6][C:7]3[CH:12]=[CH:11][CH:10]=[CH:9][CH:8]=3)[CH:21]=[CH:20][C:17]=2[CH:18]=1)=[O:26])[CH3:29]. The catalyst class is: 6.